This data is from Blood-brain barrier permeability classification from the B3DB database. The task is: Regression/Classification. Given a drug SMILES string, predict its absorption, distribution, metabolism, or excretion properties. Task type varies by dataset: regression for continuous measurements (e.g., permeability, clearance, half-life) or binary classification for categorical outcomes (e.g., BBB penetration, CYP inhibition). Dataset: b3db_classification. The compound is Clc1cc(Cl)c(NC2=NCCN2)c(Cl)c1. The result is 1 (penetrates BBB).